From a dataset of Forward reaction prediction with 1.9M reactions from USPTO patents (1976-2016). Predict the product of the given reaction. (1) Given the reactants C([N:10]=[C:11]=[O:12])CCCCCN=C=O.[CH:13]1C=C(CN=C=O)C=C(CN=C=O)[CH:14]=1.[C:27]([O-:40])(=[O:39])[CH2:28][CH2:29]CCCCCCCCC.C([Sn+2]CCCC)CCC.C([O-])(=[O:62])CCCCCCCCCCC.COC1C=CC(O)=CC=1, predict the reaction product. The product is: [C:27]([OH:40])(=[O:39])[CH:28]=[CH2:29].[NH2:10][C:11]([O:12][CH2:13][CH3:14])=[O:62]. (2) Given the reactants [CH3:1][O:2][CH2:3][O:4][C:5]1[CH:10]=[CH:9][CH:8]=[CH:7][C:6]=1[SH:11].C(=O)([O-])[O-].[K+].[K+].CN(C)C=O.Br[C:24]1[N:29]=[C:28]([CH:30]=[O:31])[CH:27]=[CH:26][CH:25]=1, predict the reaction product. The product is: [CH3:1][O:2][CH2:3][O:4][C:5]1[CH:10]=[CH:9][CH:8]=[CH:7][C:6]=1[S:11][C:24]1[N:29]=[C:28]([CH:30]=[O:31])[CH:27]=[CH:26][CH:25]=1. (3) Given the reactants [Cl:1][C:2]1[CH:32]=[C:31]([Cl:33])[CH:30]=[CH:29][C:3]=1[C:4]([C:6]1[CH:11]=[CH:10][CH:9]=[CH:8][C:7]=1[NH:12][S:13]([C:16]1[CH:28]=[CH:27][C:19]([C:20]([NH:22][CH2:23][C:24](O)=[O:25])=[O:21])=[CH:18][CH:17]=1)(=[O:15])=[O:14])=[O:5].C(OC([N:41]1[CH2:46][CH2:45][NH:44][CH2:43][CH2:42]1)=O)(C)(C)C, predict the reaction product. The product is: [ClH:1].[Cl:1][C:2]1[CH:32]=[C:31]([Cl:33])[CH:30]=[CH:29][C:3]=1[C:4]([C:6]1[CH:11]=[CH:10][CH:9]=[CH:8][C:7]=1[NH:12][S:13]([C:16]1[CH:28]=[CH:27][C:19]([C:20]([NH:22][CH2:23][C:24](=[O:25])[N:41]2[CH2:46][CH2:45][NH:44][CH2:43][CH2:42]2)=[O:21])=[CH:18][CH:17]=1)(=[O:15])=[O:14])=[O:5]. (4) The product is: [CH2:17]([C:20]1[CH:25]=[CH:24][C:23]([S:26]([NH:1][C:2]2[S:3][CH:4]=[C:5]([C:7]3[CH:8]=[CH:9][C:10]([NH:13][C:14](=[O:16])[CH3:15])=[CH:11][CH:12]=3)[N:6]=2)(=[O:28])=[O:27])=[CH:22][CH:21]=1)[CH2:18][CH3:19]. Given the reactants [NH2:1][C:2]1[S:3][CH:4]=[C:5]([C:7]2[CH:12]=[CH:11][C:10]([NH:13][C:14](=[O:16])[CH3:15])=[CH:9][CH:8]=2)[N:6]=1.[CH2:17]([C:20]1[CH:25]=[CH:24][C:23]([S:26](Cl)(=[O:28])=[O:27])=[CH:22][CH:21]=1)[CH2:18][CH3:19], predict the reaction product. (5) Given the reactants [OH:1][C:2]([C:5]1[NH:9][N:8]=[C:7]([C:10]([OH:12])=O)[CH:6]=1)([CH3:4])[CH3:3].[NH2:13][C@@H:14]([CH3:30])[CH2:15][N:16]1[CH:20]=[CH:19][C:18]([C:21]2[CH:28]=[CH:27][C:24]([C:25]#[N:26])=[C:23]([Cl:29])[CH:22]=2)=[N:17]1.CN(C=O)C, predict the reaction product. The product is: [Cl:29][C:23]1[CH:22]=[C:21]([C:18]2[CH:19]=[CH:20][N:16]([CH2:15][C@@H:14]([NH:13][C:10]([C:7]3[CH:6]=[C:5]([C:2]([OH:1])([CH3:3])[CH3:4])[NH:9][N:8]=3)=[O:12])[CH3:30])[N:17]=2)[CH:28]=[CH:27][C:24]=1[C:25]#[N:26]. (6) The product is: [CH3:44][NH:45][C:46]([C@H:48]1[CH2:53][CH2:52][CH2:51][N:50]([C:54]([C:56]2[S:57][C:58]([C:61]3[C:65]([CH3:66])=[C:64]([C:67]([F:69])([F:70])[F:68])[O:63][N:62]=3)=[CH:59][CH:60]=2)=[O:55])[CH2:49]1)=[O:47]. Given the reactants FC(F)(F)C1ON=C(C2SC(C(O)=O)=CC=2)C=1C.ClC1C=CN=CC=1NC(C1SC(C2C(C)=C(C(F)(F)F)ON=2)=CC=1)=O.[CH3:44][NH:45][C:46]([C@@H:48]1[CH2:53][CH2:52][CH2:51][N:50]([C:54]([C:56]2[S:57][C:58]([C:61]3[C:65]([CH3:66])=[C:64]([C:67]([F:70])([F:69])[F:68])[O:63][N:62]=3)=[CH:59][CH:60]=2)=[O:55])[CH2:49]1)=[O:47], predict the reaction product.